This data is from Retrosynthesis with 50K atom-mapped reactions and 10 reaction types from USPTO. The task is: Predict the reactants needed to synthesize the given product. Given the product COc1nc(SC)nc(N[C@@H]2CCCN(C(=O)OC(C)(C)C)C2)c1-c1ncc(F)cn1, predict the reactants needed to synthesize it. The reactants are: COc1nc(SC)nc(NC2CCCN(C(=O)OC(C)(C)C)C2)c1B1OC(C)(C)C(C)(C)O1.Fc1cnc(Br)nc1.